The task is: Regression. Given two drug SMILES strings and cell line genomic features, predict the synergy score measuring deviation from expected non-interaction effect.. This data is from NCI-60 drug combinations with 297,098 pairs across 59 cell lines. (1) Drug 1: CC1=C(N=C(N=C1N)C(CC(=O)N)NCC(C(=O)N)N)C(=O)NC(C(C2=CN=CN2)OC3C(C(C(C(O3)CO)O)O)OC4C(C(C(C(O4)CO)O)OC(=O)N)O)C(=O)NC(C)C(C(C)C(=O)NC(C(C)O)C(=O)NCCC5=NC(=CS5)C6=NC(=CS6)C(=O)NCCC[S+](C)C)O. Drug 2: CC(C)(C#N)C1=CC(=CC(=C1)CN2C=NC=N2)C(C)(C)C#N. Cell line: 786-0. Synergy scores: CSS=27.8, Synergy_ZIP=-7.96, Synergy_Bliss=-0.919, Synergy_Loewe=0.0483, Synergy_HSA=0.723. (2) Drug 1: CC1=C(C=C(C=C1)NC2=NC=CC(=N2)N(C)C3=CC4=NN(C(=C4C=C3)C)C)S(=O)(=O)N.Cl. Drug 2: C1=CC(=CC=C1CCC2=CNC3=C2C(=O)NC(=N3)N)C(=O)NC(CCC(=O)O)C(=O)O. Cell line: IGROV1. Synergy scores: CSS=14.0, Synergy_ZIP=-6.48, Synergy_Bliss=-6.50, Synergy_Loewe=-41.5, Synergy_HSA=-6.11.